This data is from Forward reaction prediction with 1.9M reactions from USPTO patents (1976-2016). The task is: Predict the product of the given reaction. (1) The product is: [NH2:1][C:2]1[N:10]=[C:9]([Cl:11])[CH:8]=[CH:7][C:3]=1[C:4]([NH2:18])=[O:5]. Given the reactants [NH2:1][C:2]1[N:10]=[C:9]([Cl:11])[CH:8]=[CH:7][C:3]=1[C:4](O)=[O:5].C1C=CC2N(O)N=[N:18]C=2C=1.CCN=C=NCCCN(C)C.C(N(CC)CC)C.[NH4+].[Cl-], predict the reaction product. (2) Given the reactants [CH3:1][N:2]1[CH2:7][CH2:6][NH:5][CH2:4][CH2:3]1.Br[CH2:9][CH2:10][CH2:11][CH2:12][O:13][C:14]1[C:15]([O:34][CH3:35])=[CH:16][CH:17]=[C:18]2[C:23]=1[O:22][C:21](=[O:24])[CH:20]=[C:19]2[NH:25][C:26]1[C:31]([Cl:32])=[CH:30][N:29]=[CH:28][C:27]=1[Cl:33], predict the reaction product. The product is: [Cl:33][C:27]1[CH:28]=[N:29][CH:30]=[C:31]([Cl:32])[C:26]=1[NH:25][C:19]1[C:18]2[C:23](=[C:14]([O:13][CH2:12][CH2:11][CH2:10][CH2:9][N:5]3[CH2:6][CH2:7][N:2]([CH3:1])[CH2:3][CH2:4]3)[C:15]([O:34][CH3:35])=[CH:16][CH:17]=2)[O:22][C:21](=[O:24])[CH:20]=1. (3) Given the reactants B(Br)(Br)Br.ClCCl.[CH2:8]([N:10]1[C:16](=[O:17])[C:15]([CH3:19])([CH3:18])[C:14](=[O:20])[N:13]([CH3:21])[C:12]2[CH:22]=[C:23]([O:26]C)[CH:24]=[CH:25][C:11]1=2)[CH3:9].O, predict the reaction product. The product is: [CH2:8]([N:10]1[C:16](=[O:17])[C:15]([CH3:19])([CH3:18])[C:14](=[O:20])[N:13]([CH3:21])[C:12]2[CH:22]=[C:23]([OH:26])[CH:24]=[CH:25][C:11]1=2)[CH3:9].